From a dataset of Catalyst prediction with 721,799 reactions and 888 catalyst types from USPTO. Predict which catalyst facilitates the given reaction. (1) Reactant: C(OC([N:8]1[C:16]2[C:11](=[CH:12][C:13]([O:17][CH2:18][CH3:19])=[CH:14][CH:15]=2)[CH:10]=[C:9]1[C:20]([O:22]CC)=[O:21])=O)(C)(C)C.[OH-].[K+]. Product: [CH2:18]([O:17][C:13]1[CH:12]=[C:11]2[C:16](=[CH:15][CH:14]=1)[NH:8][C:9]([C:20]([OH:22])=[O:21])=[CH:10]2)[CH3:19]. The catalyst class is: 14. (2) Reactant: [C:1]([O:5][C:6]([N:8]1[CH2:12][C@@H:11]([OH:13])[C@H:10]([CH2:14][NH:15][C:16]([C:18]2[S:19][C:20]([Cl:23])=[CH:21][CH:22]=2)=[O:17])[CH2:9]1)=[O:7])([CH3:4])([CH3:3])[CH3:2].CCN(CC)CC. Product: [C:1]([O:5][C:6]([N:8]1[CH2:12][C:11](=[O:13])[C@H:10]([CH2:14][NH:15][C:16]([C:18]2[S:19][C:20]([Cl:23])=[CH:21][CH:22]=2)=[O:17])[CH2:9]1)=[O:7])([CH3:4])([CH3:2])[CH3:3]. The catalyst class is: 2. (3) Reactant: C([O:8][C:9]1[C:14]([CH:15]([C:17]2[CH:22]=[CH:21][C:20]([CH2:23][CH2:24][O:25][CH2:26][O:27][CH3:28])=[CH:19][CH:18]=2)O)=[C:13]([CH3:29])[CH:12]=[C:11]([CH3:30])[N:10]=1)C1C=CC=CC=1. Product: [CH3:28][O:27][CH2:26][O:25][CH2:24][CH2:23][C:20]1[CH:21]=[CH:22][C:17]([CH2:15][C:14]2[C:9](=[O:8])[NH:10][C:11]([CH3:30])=[CH:12][C:13]=2[CH3:29])=[CH:18][CH:19]=1. The catalyst class is: 178.